Predict the reaction yield, written as a fraction of the theoretical maximum amount of product (1.0 means a 100% yield; for example, 0.34 means a 34% yield). From a dataset of Reaction yield outcomes from USPTO patents with 853,638 reactions. (1) The reactants are [F:1][C:2]1[CH:7]=[CH:6][CH:5]=[C:4]([F:8])[C:3]=1[S:9]([NH:12][C:13]1[CH:18]=[C:17]([C:19]([O:21]C)=O)[CH:16]=[CH:15][N:14]=1)(=[O:11])=[O:10].[Li+].C[Si]([N-][Si](C)(C)C)(C)C.[Cl:33][C:34]1[N:39]=[C:38]([CH3:40])[CH:37]=[CH:36][N:35]=1. The catalyst is C1COCC1. The product is [Cl:33][C:34]1[N:39]=[C:38]([CH2:40][C:19]([C:17]2[CH:16]=[CH:15][N:14]=[C:13]([NH:12][S:9]([C:3]3[C:4]([F:8])=[CH:5][CH:6]=[CH:7][C:2]=3[F:1])(=[O:10])=[O:11])[CH:18]=2)=[O:21])[CH:37]=[CH:36][N:35]=1. The yield is 0.760. (2) The reactants are [C:1]([O:5][C:6](=[O:28])[NH:7][C:8]1[S:9][C:10]2[CH:16]=[C:15]([CH:17]=[O:18])[CH:14]=[C:13]([C:19]3[CH:24]=[CH:23][CH:22]=[C:21]([N+:25]([O-:27])=[O:26])[CH:20]=3)[C:11]=2[N:12]=1)([CH3:4])([CH3:3])[CH3:2].[F:29][C:30]1[CH:35]=[CH:34][C:33]([Mg]Br)=[CH:32][CH:31]=1. The catalyst is C1COCC1. The product is [C:1]([O:5][C:6](=[O:28])[NH:7][C:8]1[S:9][C:10]2[CH:16]=[C:15]([CH:17]([C:33]3[CH:34]=[CH:35][C:30]([F:29])=[CH:31][CH:32]=3)[OH:18])[CH:14]=[C:13]([C:19]3[CH:24]=[CH:23][CH:22]=[C:21]([N+:25]([O-:27])=[O:26])[CH:20]=3)[C:11]=2[N:12]=1)([CH3:4])([CH3:2])[CH3:3]. The yield is 0.440. (3) The reactants are Cl[C:2]([O:4][C:5]1[CH:10]=[CH:9][C:8]([N+:11]([O-:13])=[O:12])=[CH:7][CH:6]=1)=[O:3].[CH3:14][O:15][C:16]1[NH:17][CH:18]([C:26]2[CH:31]=[C:30]([F:32])[C:29]([F:33])=[C:28]([F:34])[CH:27]=2)[C:19]([C:23](=[O:25])[CH3:24])=[C:20]([CH3:22])[N:21]=1.N1C=CC=CC=1. The catalyst is C(Cl)Cl. The product is [C:23]([C:19]1[CH:18]([C:26]2[CH:27]=[C:28]([F:34])[C:29]([F:33])=[C:30]([F:32])[CH:31]=2)[N:17]([C:2]([O:4][C:5]2[CH:10]=[CH:9][C:8]([N+:11]([O-:13])=[O:12])=[CH:7][CH:6]=2)=[O:3])[C:16]([O:15][CH3:14])=[N:21][C:20]=1[CH3:22])(=[O:25])[CH3:24]. The yield is 0.920. (4) The reactants are [F:1][CH:2]([CH2:14][CH2:15][C:16]1[S:17][C:18]([NH:21][C:22](=[O:30])[CH2:23][C:24]2[CH:29]=[CH:28][CH:27]=[CH:26][N:25]=2)=[N:19][N:20]=1)[CH2:3][N:4]1[CH:8]=[C:7]([C:9]([O:11]CC)=[O:10])[N:6]=[N:5]1.[Li+].[OH-]. The catalyst is C1COCC1.O. The product is [F:1][CH:2]([CH2:14][CH2:15][C:16]1[S:17][C:18]([NH:21][C:22](=[O:30])[CH2:23][C:24]2[CH:29]=[CH:28][CH:27]=[CH:26][N:25]=2)=[N:19][N:20]=1)[CH2:3][N:4]1[CH:8]=[C:7]([C:9]([OH:11])=[O:10])[N:6]=[N:5]1. The yield is 0.660. (5) The reactants are [NH2:1][CH2:2][CH2:3][CH2:4][Si:5]([O:10][CH3:11])([O:8][CH3:9])[O:6][CH3:7].C(N(CC)CC)C.[CH3:19][Si:20](Cl)([CH3:22])[CH3:21]. The catalyst is ClCCl. The product is [CH3:19][Si:20]([CH3:22])([CH3:21])[N:1]([CH2:2][CH2:3][CH2:4][Si:5]([O:10][CH3:11])([O:6][CH3:7])[O:8][CH3:9])[Si:20]([CH3:22])([CH3:21])[CH3:19]. The yield is 0.890. (6) The yield is 0.930. The product is [ClH:25].[ClH:25].[CH3:3][CH:2]([O:4][C@H:5]1[CH2:6][CH2:7][C@H:8]([N:11]2[CH2:12][CH2:13][CH:14]([NH2:17])[CH2:15][CH2:16]2)[CH2:9][CH2:10]1)[CH3:1]. The reactants are [CH3:1][CH:2]([O:4][C@H:5]1[CH2:10][CH2:9][C@H:8]([N:11]2[CH2:16][CH2:15][CH:14]([NH:17]C(=O)OC(C)(C)C)[CH2:13][CH2:12]2)[CH2:7][CH2:6]1)[CH3:3].[ClH:25].O1CCOCC1. The catalyst is ClCCl.